Dataset: NCI-60 drug combinations with 297,098 pairs across 59 cell lines. Task: Regression. Given two drug SMILES strings and cell line genomic features, predict the synergy score measuring deviation from expected non-interaction effect. (1) Cell line: CCRF-CEM. Synergy scores: CSS=-3.85, Synergy_ZIP=5.11, Synergy_Bliss=5.78, Synergy_Loewe=-1.27, Synergy_HSA=-0.138. Drug 1: COC1=C2C(=CC3=C1OC=C3)C=CC(=O)O2. Drug 2: CC(C)CN1C=NC2=C1C3=CC=CC=C3N=C2N. (2) Synergy scores: CSS=58.6, Synergy_ZIP=-4.96, Synergy_Bliss=-3.86, Synergy_Loewe=-3.17, Synergy_HSA=-1.56. Drug 2: CC1C(C(CC(O1)OC2CC(CC3=C2C(=C4C(=C3O)C(=O)C5=CC=CC=C5C4=O)O)(C(=O)C)O)N)O. Cell line: UACC62. Drug 1: C(=O)(N)NO. (3) Drug 1: CN1C2=C(C=C(C=C2)N(CCCl)CCCl)N=C1CCCC(=O)O.Cl. Drug 2: CC1C(C(CC(O1)OC2CC(CC3=C2C(=C4C(=C3O)C(=O)C5=CC=CC=C5C4=O)O)(C(=O)C)O)N)O. Cell line: DU-145. Synergy scores: CSS=35.8, Synergy_ZIP=-1.72, Synergy_Bliss=-4.43, Synergy_Loewe=-24.2, Synergy_HSA=-4.25. (4) Drug 1: C1=CC(=C2C(=C1NCCNCCO)C(=O)C3=C(C=CC(=C3C2=O)O)O)NCCNCCO. Drug 2: C1C(C(OC1N2C=NC3=C(N=C(N=C32)Cl)N)CO)O. Cell line: MOLT-4. Synergy scores: CSS=68.5, Synergy_ZIP=-2.69, Synergy_Bliss=-4.61, Synergy_Loewe=-6.50, Synergy_HSA=-2.25. (5) Drug 1: CC12CCC3C(C1CCC2O)C(CC4=C3C=CC(=C4)O)CCCCCCCCCS(=O)CCCC(C(F)(F)F)(F)F. Drug 2: C1C(C(OC1N2C=NC(=NC2=O)N)CO)O. Cell line: ACHN. Synergy scores: CSS=9.64, Synergy_ZIP=-1.97, Synergy_Bliss=2.06, Synergy_Loewe=-25.1, Synergy_HSA=-2.86.